Dataset: Forward reaction prediction with 1.9M reactions from USPTO patents (1976-2016). Task: Predict the product of the given reaction. (1) Given the reactants [NH2:1][C:2]1[CH:10]=[CH:9][CH:8]=[C:4]([C:5]([OH:7])=[O:6])[C:3]=1[OH:11].Cl[C:13]([C:15]1([CH3:30])[CH2:19][CH2:18][CH2:17][N:16]1[C:20]([O:22][CH2:23][C:24]1[CH:29]=[CH:28][CH:27]=[CH:26][CH:25]=1)=[O:21])=O, predict the reaction product. The product is: [CH2:23]([O:22][C:20]([N:16]1[CH2:17][CH2:18][CH2:19][C:15]1([C:30]1[O:11][C:3]2[C:4]([C:5]([OH:7])=[O:6])=[CH:8][CH:9]=[CH:10][C:2]=2[N:1]=1)[CH3:13])=[O:21])[C:24]1[CH:25]=[CH:26][CH:27]=[CH:28][CH:29]=1. (2) Given the reactants Cl.[NH2:2][OH:3].[NH:4]1[C:12]2[C:7](=[CH:8][CH:9]=[C:10]([CH:13]=O)[CH:11]=2)[CH:6]=[CH:5]1, predict the reaction product. The product is: [NH:4]1[C:12]2[C:7](=[CH:8][CH:9]=[C:10]([CH:13]=[N:2][OH:3])[CH:11]=2)[CH:6]=[CH:5]1. (3) Given the reactants [C:1]([N:4]1[C:12]2[C:7](=[CH:8][CH:9]=[C:10]([N:13]3[C:17](=[O:18])[C:16]([CH3:20])([CH3:19])[NH:15][C:14]3=[O:21])[CH:11]=2)[C:6]([CH3:23])([CH3:22])[CH2:5]1)(=[O:3])[CH3:2].Br[CH2:25][C:26]1[CH:31]=[CH:30][N:29]=[C:28]([S:32][CH3:33])[N:27]=1, predict the reaction product. The product is: [C:1]([N:4]1[C:12]2[C:7](=[CH:8][CH:9]=[C:10]([N:13]3[C:17](=[O:18])[C:16]([CH3:20])([CH3:19])[N:15]([CH2:25][C:26]4[CH:31]=[CH:30][N:29]=[C:28]([S:32][CH3:33])[N:27]=4)[C:14]3=[O:21])[CH:11]=2)[C:6]([CH3:23])([CH3:22])[CH2:5]1)(=[O:3])[CH3:2]. (4) Given the reactants C[O:2][C:3](=[O:34])[CH2:4][CH:5]1[CH2:10][CH2:9][CH:8]([C:11]2[CH:16]=[CH:15][C:14]([C:17]3[CH:22]=[CH:21][C:20]([NH:23][C:24]4[CH:25]=[N:26][C:27]([C:30]([F:33])([F:32])[F:31])=[CH:28][CH:29]=4)=[CH:19][N:18]=3)=[CH:13][CH:12]=2)[CH2:7][CH2:6]1.[Li+].[OH-].Cl, predict the reaction product. The product is: [F:33][C:30]([F:31])([F:32])[C:27]1[N:26]=[CH:25][C:24]([NH:23][C:20]2[CH:21]=[CH:22][C:17]([C:14]3[CH:15]=[CH:16][C:11]([CH:8]4[CH2:7][CH2:6][CH:5]([CH2:4][C:3]([OH:34])=[O:2])[CH2:10][CH2:9]4)=[CH:12][CH:13]=3)=[N:18][CH:19]=2)=[CH:29][CH:28]=1. (5) Given the reactants [BH4-].[Li+].[Cl:3][C:4]1[CH:5]=[CH:6][C:7]([C:27](OC)=[O:28])=[C:8]2[C:12]=1[N:11]=[C:10]1[N:13]([C:17]3[C:18]([CH3:26])=[N:19][C:20]([O:24][CH3:25])=[N:21][C:22]=3[CH3:23])[CH2:14][CH2:15][CH2:16][N:9]21, predict the reaction product. The product is: [Cl:3][C:4]1[C:12]2[N:11]=[C:10]3[N:13]([C:17]4[C:18]([CH3:26])=[N:19][C:20]([O:24][CH3:25])=[N:21][C:22]=4[CH3:23])[CH2:14][CH2:15][CH2:16][N:9]3[C:8]=2[C:7]([CH2:27][OH:28])=[CH:6][CH:5]=1. (6) Given the reactants [Si:1]([O:8][C:9]1[CH:14]=[CH:13][C:12]([NH:15]C(=O)OCC2C=CC=CC=2)=[C:11]([C:26]([N:28]([O:30][CH3:31])[CH3:29])=[O:27])[CH:10]=1)([C:4]([CH3:7])([CH3:6])[CH3:5])([CH3:3])[CH3:2].O1CCCC1, predict the reaction product. The product is: [NH2:15][C:12]1[CH:13]=[CH:14][C:9]([O:8][Si:1]([C:4]([CH3:7])([CH3:6])[CH3:5])([CH3:2])[CH3:3])=[CH:10][C:11]=1[C:26]([N:28]([O:30][CH3:31])[CH3:29])=[O:27].